From a dataset of Forward reaction prediction with 1.9M reactions from USPTO patents (1976-2016). Predict the product of the given reaction. (1) Given the reactants [N+:1]([C:4]1[CH:5]=[N:6][N:7]([CH:9]2[CH2:14][CH2:13][N:12](C(OC(C)(C)C)=O)[CH2:11][CH2:10]2)[CH:8]=1)([O-:3])=[O:2], predict the reaction product. The product is: [N+:1]([C:4]1[CH:5]=[N:6][N:7]([CH:9]2[CH2:14][CH2:13][NH:12][CH2:11][CH2:10]2)[CH:8]=1)([O-:3])=[O:2]. (2) Given the reactants [CH:1]([CH:3]=O)=[O:2].[CH2:5]([NH:7][CH2:8][CH:9]([C:11]1[CH:16]=[CH:15][CH:14]=[CH:13][CH:12]=1)[OH:10])[CH3:6], predict the reaction product. The product is: [CH2:5]([N:7]1[CH2:8][CH:9]([C:11]2[CH:16]=[CH:15][CH:14]=[CH:13][CH:12]=2)[O:10][C:1](=[O:2])[CH2:3]1)[CH3:6]. (3) Given the reactants C(NC1C=CC(S([N:14]=[N+:15]=[N-])(=O)=O)=CC=1)(=O)C.[Cl:17][C:18]1[CH:23]=[CH:22][C:21]([CH2:24][C:25]([O:27][CH3:28])=[O:26])=[CH:20][CH:19]=1.C1CCN2C(=NCCC2)CC1, predict the reaction product. The product is: [Cl:17][C:18]1[CH:19]=[CH:20][C:21]([C:24](=[N+:14]=[N-:15])[C:25]([O:27][CH3:28])=[O:26])=[CH:22][CH:23]=1. (4) Given the reactants [CH3:1][O:2][N:3]=[C:4]1[CH2:8][N:7]([C:9]([C:11]2[CH:16]=[CH:15][C:14]([C:17]3[CH:22]=[CH:21][CH:20]=[CH:19][C:18]=3[CH3:23])=[CH:13][CH:12]=2)=[O:10])[C@H:6]([C:24]([OH:26])=O)[CH2:5]1.CN1CCOCC1.C(Cl)(=O)C(C)(C)C.[NH2:41][CH2:42][C@H:43]([C:45]1[CH:50]=[CH:49][CH:48]=[CH:47][CH:46]=1)[OH:44], predict the reaction product. The product is: [OH:44][CH:43]([C:45]1[CH:50]=[CH:49][CH:48]=[CH:47][CH:46]=1)[CH2:42][NH:41][C:24]([CH:6]1[CH2:5][C:4](=[N:3][O:2][CH3:1])[CH2:8][N:7]1[C:9]([C:11]1[CH:16]=[CH:15][C:14]([C:17]2[CH:22]=[CH:21][CH:20]=[CH:19][C:18]=2[CH3:23])=[CH:13][CH:12]=1)=[O:10])=[O:26]. (5) Given the reactants Br[C:2]1[CH:3]=[C:4]2[C:9](=[CH:10][CH:11]=1)[CH:8]=[C:7]([OH:12])[CH:6]=[CH:5]2.CCCCCC.C([Li])CCC.[B:24](OC(C)C)([O:29]C(C)C)[O:25]C(C)C.Cl, predict the reaction product. The product is: [OH:12][C:7]1[CH:8]=[C:9]2[C:4](=[CH:5][CH:6]=1)[CH:3]=[C:2]([B:24]([OH:29])[OH:25])[CH:11]=[CH:10]2. (6) Given the reactants [NH2:1][C@@H:2]([C:7]([OH:9])=[O:8])[C@@H:3]([CH2:5][CH3:6])[CH3:4].N[C@H](C(O)=O)C(C)C.N[C@@H](C(O)=O)C(C)C.N[C@H](C(O)=O)CC(C)C.N[C@@H](C(O)=O)CC(C)C.N[C@H](C(O)=O)CCSC.N[C@@H](C(O)=O)CCSC, predict the reaction product. The product is: [NH2:1][C@H:2]([C:7]([OH:9])=[O:8])[C@H:3]([CH2:5][CH3:6])[CH3:4]. (7) Given the reactants BrCC1CC1(F)F.[F:8][C:9]([F:19])([F:18])[C:10]1[CH:17]=[CH:16][C:13]([CH2:14]Br)=[CH:12][CH:11]=1.[CH3:20][C:21]1[N:22]=[C:23]([N:31]2[CH2:35][CH2:34][NH:33][C:32]2=[O:36])[S:24][C:25]=1[C:26]([O:28][CH2:29][CH3:30])=[O:27], predict the reaction product. The product is: [CH3:20][C:21]1[N:22]=[C:23]([N:31]2[CH2:35][CH2:34][N:33]([CH2:14][C:13]3[CH:16]=[CH:17][C:10]([C:9]([F:19])([F:18])[F:8])=[CH:11][CH:12]=3)[C:32]2=[O:36])[S:24][C:25]=1[C:26]([O:28][CH2:29][CH3:30])=[O:27]. (8) Given the reactants CS(O[CH2:6][CH2:7][N:8]1[CH:12]=[C:11]([C:13]2[CH:18]=[C:17]([C:19]([O:21]C)=[O:20])[CH:16]=[CH:15][N:14]=2)[N:10]=[CH:9]1)(=O)=O.[F:23][C:24]1[CH:29]=[CH:28][C:27]([CH2:30][NH:31][CH:32]2[CH2:34][CH2:33]2)=[CH:26][CH:25]=1, predict the reaction product. The product is: [CH:32]1([N:31]([CH2:30][C:27]2[CH:28]=[CH:29][C:24]([F:23])=[CH:25][CH:26]=2)[CH2:6][CH2:7][N:8]2[CH:12]=[C:11]([C:13]3[CH:18]=[C:17]([C:19]([OH:21])=[O:20])[CH:16]=[CH:15][N:14]=3)[N:10]=[CH:9]2)[CH2:34][CH2:33]1. (9) Given the reactants [CH2:1]([C:5]1=[CH:6][N:7]([C:24]([CH3:27])([CH3:26])[CH3:25])[S:8]/[C:9]/1=[N:10]\[C:11]([C@:13]1([CH3:23])[CH2:17][CH2:16][C@H:15]([C:18]([OH:20])=O)[C:14]1([CH3:22])[CH3:21])=[O:12])[CH2:2][CH2:3][CH3:4].Cl.[F:29][C:30]1([F:34])[CH2:33][NH:32][CH2:31]1, predict the reaction product. The product is: [CH2:1]([C:5]1=[CH:6][N:7]([C:24]([CH3:25])([CH3:26])[CH3:27])[S:8]/[C:9]/1=[N:10]\[C:11]([C@:13]1([CH3:23])[CH2:17][CH2:16][C@H:15]([C:18]([N:32]2[CH2:33][C:30]([F:34])([F:29])[CH2:31]2)=[O:20])[C:14]1([CH3:21])[CH3:22])=[O:12])[CH2:2][CH2:3][CH3:4]. (10) Given the reactants [Cl:1][C:2]1[CH:3]=[C:4]([CH:6]=[C:7]([Cl:9])[CH:8]=1)[NH2:5].[CH2:10]([C:12](=O)[C:13]([O-:15])=[O:14])[CH3:11].[CH:17]1[CH2:21]C=C[CH:18]=1.F[C:23](F)(F)[C:24](O)=O, predict the reaction product. The product is: [CH2:23]([O:15][C:13]([CH:12]1[CH:10]2[CH2:21][CH:17]=[CH:18][CH:11]2[C:3]2[C:2]([Cl:1])=[CH:8][C:7]([Cl:9])=[CH:6][C:4]=2[NH:5]1)=[O:14])[CH3:24].